Dataset: Forward reaction prediction with 1.9M reactions from USPTO patents (1976-2016). Task: Predict the product of the given reaction. (1) The product is: [CH2:1]([C@:3]1([C:28]#[N:29])[CH2:7][CH2:6][N:5]([C:8]2[CH:13]=[CH:12][N:11]=[C:10]([NH:14][C:15]3[CH:16]=[CH:17][C:18]([N:21]4[CH2:26][CH2:25][O:24][CH2:23][CH2:22]4)=[CH:19][CH:20]=3)[N:9]=2)[C:4]1=[O:27])[CH3:2]. Given the reactants [CH2:1]([C:3]1([C:28]#[N:29])[CH2:7][CH2:6][N:5]([C:8]2[CH:13]=[CH:12][N:11]=[C:10]([NH:14][C:15]3[CH:20]=[CH:19][C:18]([N:21]4[CH2:26][CH2:25][O:24][CH2:23][CH2:22]4)=[CH:17][CH:16]=3)[N:9]=2)[C:4]1=[O:27])[CH3:2].C(=O)=O.CO.C(#N)C, predict the reaction product. (2) Given the reactants [CH2:1]([O:3][C:4](=[O:18])[CH2:5][O:6][C:7]1[CH:12]=[CH:11][C:10]([S:13]C(=O)C)=[CH:9][C:8]=1[CH3:17])[CH3:2].N1CCCC1, predict the reaction product. The product is: [CH2:1]([O:3][C:4](=[O:18])[CH2:5][O:6][C:7]1[CH:12]=[CH:11][C:10]([SH:13])=[CH:9][C:8]=1[CH3:17])[CH3:2]. (3) Given the reactants [Br:1][C:2]1[CH:3]=[C:4]([Cl:9])[C:5](=[O:8])[NH:6][CH:7]=1.CI.[C:12](=O)([O-])[O-].[Cs+].[Cs+], predict the reaction product. The product is: [Br:1][C:2]1[CH:3]=[C:4]([Cl:9])[C:5](=[O:8])[N:6]([CH3:12])[CH:7]=1. (4) Given the reactants [NH2:1][C:2]1[N:3]=[C:4]([Cl:20])[C:5]2[CH2:10][C:9](=[O:11])[N:8]([CH2:12][C:13]3[CH:17]=[C:16]([CH3:18])[N:15]([CH3:19])[N:14]=3)[C:6]=2[N:7]=1.[CH:21]([C:23]1[NH:27][CH:26]=[C:25]([C:28]([OH:30])=[O:29])[CH:24]=1)=O.N1CCCCC1, predict the reaction product. The product is: [NH2:1][C:2]1[N:3]=[C:4]([Cl:20])[C:5]2=[C:6]([N:8]([CH2:12][C:13]3[CH:17]=[C:16]([CH3:18])[N:15]([CH3:19])[N:14]=3)[C:9](=[O:11])/[C:10]/2=[CH:21]\[C:23]2[NH:27][CH:26]=[C:25]([C:28]([OH:30])=[O:29])[CH:24]=2)[N:7]=1. (5) Given the reactants C([N-]C(C)C)(C)C.[Li+].[CH3:9][C:10]1[S:14][CH:13]=[N:12][CH:11]=1.[CH3:15][C:16]([S:19]([N:21]=[C:22]1[CH2:27][CH2:26][O:25][CH2:24][CH2:23]1)=[O:20])([CH3:18])[CH3:17].C[Al](C)C.CCCCCCC, predict the reaction product. The product is: [CH3:18][C:16]([S:19]([NH:21][C:22]1([C:13]2[S:14][C:10]([CH3:9])=[CH:11][N:12]=2)[CH2:23][CH2:24][O:25][CH2:26][CH2:27]1)=[O:20])([CH3:15])[CH3:17]. (6) Given the reactants [NH2:1][C:2]1[CH:7]=[CH:6][CH:5]=[CH:4][C:3]=1[C:8]([OH:17])([C:13]([F:16])([F:15])[F:14])[C:9]([F:12])([F:11])[F:10].Cl[C:19](Cl)([O:21]C(=O)OC(Cl)(Cl)Cl)Cl, predict the reaction product. The product is: [F:16][C:13]([F:14])([F:15])[C:8]1([C:9]([F:10])([F:11])[F:12])[C:3]2[CH:4]=[CH:5][CH:6]=[CH:7][C:2]=2[NH:1][C:19](=[O:21])[O:17]1. (7) Given the reactants Br[CH2:2][C:3]1[CH:10]=[CH:9][C:6]([C:7]#[N:8])=[CH:5][CH:4]=1.[CH3:11][N:12]([CH3:19])[CH:13]1[CH2:18][CH2:17][NH:16][CH2:15][CH2:14]1.C([O-])([O-])=O.[K+].[K+], predict the reaction product. The product is: [CH3:11][N:12]([CH3:19])[CH:13]1[CH2:18][CH2:17][N:16]([CH2:2][C:3]2[CH:10]=[CH:9][C:6]([C:7]#[N:8])=[CH:5][CH:4]=2)[CH2:15][CH2:14]1. (8) Given the reactants Cl[C:2]1[N:7]=[CH:6][CH:5]=[CH:4][N:3]=1.[NH2:8][C:9]1[N:10]=[CH:11][C:12]([C:15]2[C:16]([F:23])=[C:17]([OH:22])[C:18]([CH3:21])=[CH:19][CH:20]=2)=[N:13][CH:14]=1, predict the reaction product. The product is: [F:23][C:16]1[C:17]([O:22][C:2]2[N:7]=[CH:6][CH:5]=[CH:4][N:3]=2)=[C:18]([CH3:21])[CH:19]=[CH:20][C:15]=1[C:12]1[N:13]=[CH:14][C:9]([NH2:8])=[N:10][CH:11]=1. (9) Given the reactants [OH:1][CH2:2][CH2:3][CH2:4][N:5]1[CH2:10][CH2:9][N:8](C=O)[CH2:7][CH2:6]1, predict the reaction product. The product is: [N:5]1([CH2:4][CH2:3][CH2:2][OH:1])[CH2:10][CH2:9][NH:8][CH2:7][CH2:6]1. (10) Given the reactants N1C=[CH:4][CH:3]=N1.[N:6]1([CH:11](C)[CH2:12][NH:13][C:14]([C:16]2[C:20]([Br:21])=[C:19]([NH:22][C:23](=[O:31])[C:24]3[CH:29]=[CH:28][CH:27]=[CH:26][C:25]=3[Cl:30])[NH:18][N:17]=2)=[O:15])[CH2:10]CC[CH2:7]1, predict the reaction product. The product is: [CH3:10][N:6]([CH2:11][C@H:12]([NH:13][C:14]([C:16]1[C:20]([Br:21])=[C:19]([NH:22][C:23](=[O:31])[C:24]2[CH:29]=[CH:28][CH:27]=[CH:26][C:25]=2[Cl:30])[NH:18][N:17]=1)=[O:15])[CH2:3][CH3:4])[CH3:7].